Dataset: Forward reaction prediction with 1.9M reactions from USPTO patents (1976-2016). Task: Predict the product of the given reaction. (1) Given the reactants [C:1]([O:5][C:6]([N:8]1[CH2:15][C:14]2[C:13]([C:16]([OH:18])=O)=[N:12][NH:11][C:10]=2[CH2:9]1)=[O:7])([CH3:4])([CH3:3])[CH3:2].Cl.[F:20][C:21]([F:35])([F:34])[C:22]1[CH:27]=[CH:26][CH:25]=[CH:24][C:23]=1[CH:28]1[CH2:33][CH2:32][NH:31][CH2:30][CH2:29]1.F[P-](F)(F)(F)(F)F.N1(O[P+](N(C)C)(N(C)C)N(C)C)C2C=CC=CC=2N=N1.CCN(C(C)C)C(C)C, predict the reaction product. The product is: [F:35][C:21]([F:20])([F:34])[C:22]1[CH:27]=[CH:26][CH:25]=[CH:24][C:23]=1[CH:28]1[CH2:29][CH2:30][N:31]([C:16]([C:13]2[C:14]3[CH2:15][N:8]([C:6]([O:5][C:1]([CH3:2])([CH3:3])[CH3:4])=[O:7])[CH2:9][C:10]=3[NH:11][N:12]=2)=[O:18])[CH2:32][CH2:33]1. (2) Given the reactants [C:1]([O:5][C:6]([N:8]([C@H:16]1[CH2:24][CH2:23][CH2:22][C@H:21]([O:25][CH2:26][C:27]([CH3:29])=[CH2:28])[C@@H:20]([O:30][CH2:31]/[CH:32]=[CH:33]/[C:34]([F:37])([F:36])[F:35])[C@H:19]([CH3:38])[O:18][C:17]1=[O:39])[C:9](=[O:15])[O:10][C:11]([CH3:14])([CH3:13])[CH3:12])=[O:7])([CH3:4])([CH3:3])[CH3:2], predict the reaction product. The product is: [C:1]([O:5][C:6]([N:8]([C@H:16]1[CH2:24][CH2:23][CH2:22][C@H:21]([O:25][CH2:26][CH:27]([CH3:29])[CH3:28])[C@@H:20]([O:30][CH2:31][CH2:32][CH2:33][C:34]([F:35])([F:36])[F:37])[C@H:19]([CH3:38])[O:18][C:17]1=[O:39])[C:9](=[O:15])[O:10][C:11]([CH3:13])([CH3:14])[CH3:12])=[O:7])([CH3:3])([CH3:4])[CH3:2]. (3) Given the reactants [F:1][C:2]([F:7])([F:6])[C:3]([OH:5])=[O:4].C[O:9][C:10]1[CH:15]=[CH:14][CH:13]=[CH:12][C:11]=1[C:16]1[CH:21]=[CH:20][CH:19]=[C:18]([S:22]([C:25]2[CH:26]=[C:27]([C:32]([NH2:34])=[NH:33])[S:28][C:29]=2[S:30][CH3:31])(=[O:24])=[O:23])[CH:17]=1.B(Br)(Br)Br, predict the reaction product. The product is: [F:1][C:2]([F:7])([F:6])[C:3]([OH:5])=[O:4].[OH:9][C:10]1[CH:15]=[CH:14][CH:13]=[CH:12][C:11]=1[C:16]1[CH:21]=[CH:20][CH:19]=[C:18]([S:22]([C:25]2[CH:26]=[C:27]([C:32]([NH2:34])=[NH:33])[S:28][C:29]=2[S:30][CH3:31])(=[O:24])=[O:23])[CH:17]=1.